Dataset: Catalyst prediction with 721,799 reactions and 888 catalyst types from USPTO. Task: Predict which catalyst facilitates the given reaction. Reactant: [OH:1][CH2:2][CH2:3][N:4]1[C:10](=[O:11])[C:9]2[CH:12]=[CH:13][CH:14]=[CH:15][C:8]=2[O:7][C:6]2[CH:16]=[CH:17][CH:18]=[CH:19][C:5]1=2.O[C:21]1[CH:22]=[C:23]([CH:28]=[CH:29][CH:30]=1)[C:24]([O:26][CH3:27])=[O:25].C1(P(C2C=CC=CC=2)C2C=CC=CC=2)C=CC=CC=1.CCOC(/N=N/C(OCC)=O)=O. Product: [O:11]=[C:10]1[C:9]2[CH:12]=[CH:13][CH:14]=[CH:15][C:8]=2[O:7][C:6]2[CH:16]=[CH:17][CH:18]=[CH:19][C:5]=2[N:4]1[CH2:3][CH2:2][O:1][C:21]1[CH:22]=[C:23]([CH:28]=[CH:29][CH:30]=1)[C:24]([O:26][CH3:27])=[O:25]. The catalyst class is: 1.